From a dataset of Forward reaction prediction with 1.9M reactions from USPTO patents (1976-2016). Predict the product of the given reaction. The product is: [F:1][C:2]1[CH:20]=[CH:19][C:5]([CH2:6][O:7][C:8]2[CH:9]=[C:10]3[C:14](=[CH:15][CH:16]=2)[C:13](=[O:17])[N:12]([CH2:24][C:25]([NH2:27])=[O:26])[C:11]3=[O:18])=[CH:4][CH:3]=1. Given the reactants [F:1][C:2]1[CH:20]=[CH:19][C:5]([CH2:6][O:7][C:8]2[CH:9]=[C:10]3[C:14](=[CH:15][CH:16]=2)[C:13](=[O:17])[NH:12][C:11]3=[O:18])=[CH:4][CH:3]=1.[H-].[Na+].Br[CH2:24][C:25]([NH2:27])=[O:26].O, predict the reaction product.